This data is from Forward reaction prediction with 1.9M reactions from USPTO patents (1976-2016). The task is: Predict the product of the given reaction. (1) Given the reactants [C:1]([N:8]1[CH2:13][CH2:12][N:11]([C:14]2[CH:20]=[CH:19][C:17]([O-:18])=[CH:16][CH:15]=2)[CH2:10][CH2:9]1)([O:3][C:4]([CH3:7])([CH3:6])[CH3:5])=[O:2].[Na+].Br[CH2:23][C:24]1[CH:33]=[CH:32][C:27]([C:28]([O:30][CH3:31])=[O:29])=[CH:26][CH:25]=1, predict the reaction product. The product is: [C:1]([N:8]1[CH2:13][CH2:12][N:11]([C:14]2[CH:15]=[CH:16][C:17]([O:18][CH2:23][C:24]3[CH:33]=[CH:32][C:27]([C:28]([O:30][CH3:31])=[O:29])=[CH:26][CH:25]=3)=[CH:19][CH:20]=2)[CH2:10][CH2:9]1)([O:3][C:4]([CH3:7])([CH3:6])[CH3:5])=[O:2]. (2) The product is: [C:1]([C:4]1[C:12]2[C:7](=[CH:8][CH:9]=[C:10]([O:13][C:23]3[CH:24]=[N:25][CH:26]=[N:27][CH:28]=3)[CH:11]=2)[N:6]([CH2:14][C:15]([O:17][C:18]([CH3:21])([CH3:20])[CH3:19])=[O:16])[N:5]=1)(=[O:3])[NH2:2]. Given the reactants [C:1]([C:4]1[C:12]2[C:7](=[CH:8][CH:9]=[C:10]([OH:13])[CH:11]=2)[N:6]([CH2:14][C:15]([O:17][C:18]([CH3:21])([CH3:20])[CH3:19])=[O:16])[N:5]=1)(=[O:3])[NH2:2].Br[C:23]1[CH:24]=[N:25][CH:26]=[N:27][CH:28]=1.C(=O)([O-])[O-].[Cs+].[Cs+].C1(P(C2C=CC=CC=2)C2C3OC4C(=CC=CC=4P(C4C=CC=CC=4)C4C=CC=CC=4)C(C)(C)C=3C=CC=2)C=CC=CC=1, predict the reaction product. (3) Given the reactants [F:1][C:2]1[CH:3]=[C:4]2[C:8](=[C:9]([N+:11]([O-])=O)[CH:10]=1)[NH:7][C:6](=[O:14])[CH2:5]2, predict the reaction product. The product is: [NH2:11][C:9]1[CH:10]=[C:2]([F:1])[CH:3]=[C:4]2[C:8]=1[NH:7][C:6](=[O:14])[CH2:5]2. (4) The product is: [CH3:19][C:20]1[CH:25]=[C:24]([CH3:26])[CH:23]=[C:22]([CH3:27])[C:21]=1[S:28]([C:31]1[N:35]=[CH:34][N:33]([C:5](=[O:11])[N:13]([CH3:18])[CH2:14][CH3:15])[N:32]=1)(=[O:29])=[O:30]. Given the reactants ClC(Cl)(O[C:5](=[O:11])OC(Cl)(Cl)Cl)Cl.[N:13]1[CH:18]=CC=[CH:15][CH:14]=1.[CH3:19][C:20]1[CH:25]=[C:24]([CH3:26])[CH:23]=[C:22]([CH3:27])[C:21]=1[S:28]([C:31]1[N:35]=[CH:34][NH:33][N:32]=1)(=[O:30])=[O:29].CNCC, predict the reaction product. (5) The product is: [C:1]([C:4]1[C:5]([O:10][C:11]2[CH:20]=[CH:19][C:14]([C:15]([OH:17])=[O:16])=[CH:13][CH:12]=2)=[N:6][CH:7]=[CH:8][CH:9]=1)(=[O:3])[NH2:2]. Given the reactants [C:1]([C:4]1[C:5]([O:10][C:11]2[CH:20]=[CH:19][C:14]([C:15]([O:17]C)=[O:16])=[CH:13][CH:12]=2)=[N:6][CH:7]=[CH:8][CH:9]=1)(=[O:3])[NH2:2].[OH-].[Li+].Cl, predict the reaction product. (6) Given the reactants [C:1]1([C:11](O)=O)[C:10]2[C:5](=[CH:6][CH:7]=[CH:8][CH:9]=2)[CH:4]=[CH:3][N:2]=1.[C:14]([NH2:23])(=O)[C:15]1[C:16](=[CH:18][CH:19]=[CH:20][CH:21]=1)[NH2:17].[Cl:24][C:25]1[CH:32]=[CH:31][C:28]([CH2:29][NH2:30])=[CH:27][CH:26]=1, predict the reaction product. The product is: [Cl:24][C:25]1[CH:32]=[CH:31][C:28]([CH2:29][NH:30][C:14]2[C:15]3[C:16](=[CH:18][CH:19]=[CH:20][CH:21]=3)[N:17]=[C:11]([C:1]3[C:10]4[C:5](=[CH:6][CH:7]=[CH:8][CH:9]=4)[CH:4]=[CH:3][N:2]=3)[N:23]=2)=[CH:27][CH:26]=1. (7) Given the reactants [F:1][C:2]1[CH:10]=[C:9]([F:11])[CH:8]=[C:7]([F:12])[C:3]=1[C:4](Cl)=[O:5].[NH2:13][C:14]1[CH:19]=[CH:18][CH:17]=[C:16]([NH2:20])[N:15]=1.O1CCOCC1, predict the reaction product. The product is: [NH2:13][C:14]1[N:15]=[C:16]([NH:20][C:4](=[O:5])[C:3]2[C:2]([F:1])=[CH:10][C:9]([F:11])=[CH:8][C:7]=2[F:12])[CH:17]=[CH:18][CH:19]=1.